The task is: Predict the reactants needed to synthesize the given product.. This data is from Full USPTO retrosynthesis dataset with 1.9M reactions from patents (1976-2016). (1) Given the product [OH:1][C@:2]([C:25]1[N:29]=[C:28]([CH3:30])[O:27][N:26]=1)([CH3:24])[C:3]#[C:4][C:5]1[CH:6]=[C:7]([N:11]2[C:19]3[C:14](=[CH:15][CH:16]=[CH:17][CH:18]=3)[C:13]([C:20]([NH2:31])=[O:22])=[N:12]2)[CH:8]=[CH:9][CH:10]=1, predict the reactants needed to synthesize it. The reactants are: [OH:1][C@:2]([C:25]1[N:29]=[C:28]([CH3:30])[O:27][N:26]=1)([CH3:24])[C:3]#[C:4][C:5]1[CH:6]=[C:7]([N:11]2[C:19]3[C:14](=[CH:15][CH:16]=[CH:17][CH:18]=3)[C:13]([C:20]([O:22]C)=O)=[N:12]2)[CH:8]=[CH:9][CH:10]=1.[NH3:31]. (2) Given the product [CH:29]1([CH2:28][N:22]2[CH2:21][CH2:20][N:16]3[C:17]4[CH:18]=[CH:19][C:11]([O:10][CH:7]5[CH2:8][CH2:9][N:4]([CH:1]([CH3:3])[CH3:2])[CH2:5][CH2:6]5)=[CH:12][C:13]=4[CH:14]=[C:15]3[C:23]2=[O:24])[CH2:31][CH2:30]1, predict the reactants needed to synthesize it. The reactants are: [CH:1]([N:4]1[CH2:9][CH2:8][CH:7]([O:10][C:11]2[CH:19]=[CH:18][C:17]3[N:16]4[CH2:20][CH2:21][NH:22][C:23](=[O:24])[C:15]4=[CH:14][C:13]=3[CH:12]=2)[CH2:6][CH2:5]1)([CH3:3])[CH3:2].[H-].[Na+].Br[CH2:28][CH:29]1[CH2:31][CH2:30]1.[Cl-].[NH4+]. (3) The reactants are: C[C@]1(O)[C@@H:16]2[C:11](=[C:12](O)[C@:13]3(O)[C:20](=O)[C:19]([C:22](N)=[O:23])=C(O)[C@@H:17]([N:26](C)C)[C@@H:14]3[CH2:15]2)C(=O)C2C(O)=CC=CC1=2.[Cl-].[Cl-].[Ca+2].CC1C2C[C@@H]3[C@](O)(C(=O)C=2C(O)=C2C=1C=CC=C2O)C(=[O:53])C(C(N)=O)=C(O)[C@H]3N(C)C. Given the product [NH:26]1[CH2:17][C:14]2[C:13](=[CH:12][CH:11]=[CH:16][CH:15]=2)[CH2:20][C@H:19]1[C:22]([OH:53])=[O:23], predict the reactants needed to synthesize it. (4) Given the product [NH:16]1[CH2:17][CH2:18][CH:13]([NH:12][C:11]([NH:10][C:7]2[CH:8]=[CH:9][C:4]([O:3][C:2]([F:1])([F:27])[F:28])=[CH:5][CH:6]=2)=[O:26])[CH2:14][CH2:15]1, predict the reactants needed to synthesize it. The reactants are: [F:1][C:2]([F:28])([F:27])[O:3][C:4]1[CH:9]=[CH:8][C:7]([NH:10][C:11](=[O:26])[NH:12][CH:13]2[CH2:18][CH2:17][N:16](C(OC(C)(C)C)=O)[CH2:15][CH2:14]2)=[CH:6][CH:5]=1.Cl. (5) Given the product [N:19]1[N:20]([C:2]2[CH:11]=[CH:10][CH:9]=[C:8]3[C:3]=2[CH2:4][CH2:5][N:6]2[C:16](=[O:17])[CH2:15][NH:14][C:13](=[O:18])[CH:12]=[C:7]23)[N:21]=[CH:22][CH:23]=1, predict the reactants needed to synthesize it. The reactants are: I[C:2]1[CH:11]=[CH:10][CH:9]=[C:8]2[C:3]=1[CH2:4][CH2:5][N:6]1[C:16](=[O:17])[CH2:15][NH:14][C:13](=[O:18])[CH:12]=[C:7]12.[NH:19]1[CH:23]=[CH:22][N:21]=[N:20]1.CN(C)[C@@H]1CCCC[C@H]1N.C(=O)([O-])[O-].[Cs+].[Cs+]. (6) The reactants are: [CH3:1][N:2]1[CH2:7][CH2:6][N:5]([C:8]2[CH:13]=[CH:12][C:11]([C:14]3[CH:19]=[CH:18][N:17]=[C:16]([NH2:20])[CH:15]=3)=[CH:10][CH:9]=2)[CH2:4][CH2:3]1.C([O-])(O)=O.[Na+].Cl[CH2:27][CH:28]=O.O. Given the product [CH3:1][N:2]1[CH2:7][CH2:6][N:5]([C:8]2[CH:9]=[CH:10][C:11]([C:14]3[CH:19]=[CH:18][N:17]4[CH:27]=[CH:28][N:20]=[C:16]4[CH:15]=3)=[CH:12][CH:13]=2)[CH2:4][CH2:3]1, predict the reactants needed to synthesize it. (7) Given the product [CH2:19]([O:21][C:22]1[CH:23]=[C:24]([CH:25]2[C:11]([C:12]3[CH:17]=[CH:16][CH:15]=[CH:14][CH:13]=3)=[C:10]([C:4]3[CH:5]=[CH:6][C:7]([O:8][CH3:9])=[C:2]([F:1])[CH:3]=3)[NH:37][C:35](=[O:36])[NH:34]2)[CH:27]=[C:28]([N+:31]([O-:33])=[O:32])[C:29]=1[OH:30])[CH3:20], predict the reactants needed to synthesize it. The reactants are: [F:1][C:2]1[CH:3]=[C:4]([C:10](=O)[CH2:11][C:12]2[CH:17]=[CH:16][CH:15]=[CH:14][CH:13]=2)[CH:5]=[CH:6][C:7]=1[O:8][CH3:9].[CH2:19]([O:21][C:22]1[CH:23]=[C:24]([CH:27]=[C:28]([N+:31]([O-:33])=[O:32])[C:29]=1[OH:30])[CH:25]=O)[CH3:20].[NH2:34][C:35]([NH2:37])=[O:36].Cl.